The task is: Predict the reactants needed to synthesize the given product.. This data is from Full USPTO retrosynthesis dataset with 1.9M reactions from patents (1976-2016). (1) Given the product [F:6][C:7]1[C:12]([F:13])=[C:11]([B:22]2[O:26][C:25]([CH3:28])([CH3:27])[C:24]([CH3:30])([CH3:29])[O:23]2)[CH:10]=[CH:9][C:8]=1[Si:14]([CH3:17])([CH3:16])[CH3:15], predict the reactants needed to synthesize it. The reactants are: C([Li])CCC.[F:6][C:7]1[C:12]([F:13])=[CH:11][CH:10]=[CH:9][C:8]=1[Si:14]([CH3:17])([CH3:16])[CH3:15].C(O[B:22]1[O:26][C:25]([CH3:28])([CH3:27])[C:24]([CH3:30])([CH3:29])[O:23]1)(C)C.C(=O)=O.CC(C)=O.Cl. (2) Given the product [F:19][CH:18]([F:20])[O:17][C:5]1[CH:4]=[CH:3][C:2]([C:35]2[CH:36]=[C:37]3[C:41](=[CH:42][CH:43]=2)[C:40](=[O:44])[NH:39][CH2:38]3)=[C:7]([O:8][CH2:9][C:10]2([CH3:14])[CH2:13][O:12][CH2:11]2)[C:6]=1[O:15][CH3:16], predict the reactants needed to synthesize it. The reactants are: Br[C:2]1[C:7]([O:8][CH2:9][C:10]2([CH3:14])[CH2:13][O:12][CH2:11]2)=[C:6]([O:15][CH3:16])[C:5]([O:17][CH:18]([F:20])[F:19])=[CH:4][CH:3]=1.C(=O)([O-])[O-].[Cs+].[Cs+].CC1(C)C(C)(C)OB([C:35]2[CH:36]=[C:37]3[C:41](=[CH:42][CH:43]=2)[C:40](=[O:44])[NH:39][CH2:38]3)O1. (3) Given the product [C:10]1([C:8]2[N:9]=[C:4]([C:2]([NH2:1])=[O:3])[C:5]3[NH:18][N:17]=[C:16]([CH:19]4[CH2:20][CH2:21][NH:22][CH2:23][CH2:24]4)[C:6]=3[N:7]=2)[CH:11]=[CH:12][CH:13]=[CH:14][CH:15]=1, predict the reactants needed to synthesize it. The reactants are: [NH2:1][C:2]([C:4]1[C:5]2[NH:18][N:17]=[C:16]([CH:19]3[CH2:24][CH2:23][N:22](C(OC(C)(C)C)=O)[CH2:21][CH2:20]3)[C:6]=2[N:7]=[C:8]([C:10]2[CH:15]=[CH:14][CH:13]=[CH:12][CH:11]=2)[N:9]=1)=[O:3].Cl. (4) The reactants are: Cl[C:2]1[CH:3]=[C:4]([O:9][CH3:10])[CH:5]=[C:6]([Cl:8])[CH:7]=1.[Mg].CN(C)[CH:14]=[O:15].CCOC(C)=O. Given the product [Cl:8][C:6]1[CH:7]=[C:2]([CH:3]=[C:4]([O:9][CH3:10])[CH:5]=1)[CH:14]=[O:15], predict the reactants needed to synthesize it. (5) Given the product [F:1][C:2]1[CH:3]=[CH:4][C:5]([N:8]2[CH:12]=[CH:11][C:10]([C:27]3[CH:28]=[CH:29][C:30]([C:33]([OH:36])([CH3:35])[CH3:34])=[N:31][CH:32]=3)=[N:9]2)=[CH:6][CH:7]=1, predict the reactants needed to synthesize it. The reactants are: [F:1][C:2]1[CH:7]=[CH:6][C:5]([N:8]2[CH:12]=[CH:11][C:10]([Sn](CCCC)(CCCC)CCCC)=[N:9]2)=[CH:4][CH:3]=1.Br[C:27]1[CH:28]=[CH:29][C:30]([C:33]([OH:36])([CH3:35])[CH3:34])=[N:31][CH:32]=1.